This data is from Full USPTO retrosynthesis dataset with 1.9M reactions from patents (1976-2016). The task is: Predict the reactants needed to synthesize the given product. (1) The reactants are: Br[C:2]1[CH:7]=[C:6]([CH3:8])[N:5]=[C:4]([CH3:9])[N:3]=1.[Br:10][C:11]1[CH:12]=[C:13]([C:17]([C:25]2[CH:30]=[CH:29][CH:28]=[C:27]([F:31])[C:26]=2[C:32]#[N:33])=[N:18]S(C(C)(C)C)=O)[CH:14]=[CH:15][CH:16]=1. Given the product [Br:10][C:11]1[CH:12]=[C:13]([C:17]2([C:2]3[CH:7]=[C:6]([CH3:8])[N:5]=[C:4]([CH3:9])[N:3]=3)[C:25]3[C:26](=[C:27]([F:31])[CH:28]=[CH:29][CH:30]=3)[C:32]([NH2:33])=[N:18]2)[CH:14]=[CH:15][CH:16]=1, predict the reactants needed to synthesize it. (2) Given the product [CH2:1]([O:3][C:4]([N:6]1[CH2:7][CH2:8][N:9]([C:12](=[O:42])[C@@H:13]([NH:23][C:24]([C:26]2[CH:30]=[C:29]([C:31]([OH:44])=[O:32])[N:28]([C:36]3[CH:41]=[CH:40][CH:39]=[CH:38][CH:37]=3)[N:27]=2)=[O:25])[CH2:14][CH2:15][C:16]([O:18][C:19]([CH3:20])([CH3:22])[CH3:21])=[O:17])[CH2:10][CH2:11]1)=[O:5])[CH3:2], predict the reactants needed to synthesize it. The reactants are: [CH2:1]([O:3][C:4]([N:6]1[CH2:11][CH2:10][N:9]([C:12](=[O:42])[C@@H:13]([NH:23][C:24]([C:26]2[CH:30]=[C:29]([C:31]3[O:32]C=CC=3)[N:28]([C:36]3[CH:41]=[CH:40][CH:39]=[CH:38][CH:37]=3)[N:27]=2)=[O:25])[CH2:14][CH2:15][C:16]([O:18][C:19]([CH3:22])([CH3:21])[CH3:20])=[O:17])[CH2:8][CH2:7]1)=[O:5])[CH3:2].I([O-])(=O)(=O)=[O:44].[Na+].C1(C)C=CC=CC=1. (3) Given the product [F:38][C:39]1[N:40]=[CH:41][C:42]([C:2]2[CH:3]=[C:4]([CH:35]=[CH:36][CH:37]=2)[C:5]([NH:7][C:8]2[N:9]=[N:10][C:11]([N:14]3[C:18]([C:19]([F:21])([F:20])[F:22])=[CH:17][C:16]([C:23]4[CH:24]=[N:25][C:26]([N:29]5[CH2:30][CH2:31][O:32][CH2:33][CH2:34]5)=[CH:27][CH:28]=4)=[N:15]3)=[CH:12][CH:13]=2)=[O:6])=[CH:43][CH:44]=1, predict the reactants needed to synthesize it. The reactants are: Br[C:2]1[CH:3]=[C:4]([CH:35]=[CH:36][CH:37]=1)[C:5]([NH:7][C:8]1[N:9]=[N:10][C:11]([N:14]2[C:18]([C:19]([F:22])([F:21])[F:20])=[CH:17][C:16]([C:23]3[CH:24]=[N:25][C:26]([N:29]4[CH2:34][CH2:33][O:32][CH2:31][CH2:30]4)=[CH:27][CH:28]=3)=[N:15]2)=[CH:12][CH:13]=1)=[O:6].[F:38][C:39]1[CH:44]=[CH:43][C:42](B(O)O)=[CH:41][N:40]=1.C(=O)([O-])[O-].[Cs+].[Cs+]. (4) Given the product [Br:22][C:6]1[C:5]2[C:10](=[CH:11][CH:12]=[C:3]([O:2][CH3:1])[CH:4]=2)[C:9](=[O:13])[N:8]([C:14]2[CH:21]=[CH:20][C:17]([CH:18]=[O:19])=[CH:16][CH:15]=2)[CH:7]=1, predict the reactants needed to synthesize it. The reactants are: [CH3:1][O:2][C:3]1[CH:4]=[C:5]2[C:10](=[CH:11][CH:12]=1)[C:9](=[O:13])[N:8]([C:14]1[CH:21]=[CH:20][C:17]([CH:18]=[O:19])=[CH:16][CH:15]=1)[CH:7]=[CH:6]2.[Br:22]N1C(=O)CCC1=O. (5) Given the product [Cl:1][C:2]1[CH:3]=[CH:4][C:5]([N:33]([CH3:40])[C:34](=[O:39])[C:35]([F:36])([F:37])[F:38])=[C:6]([CH:32]=1)[C:7]([N:9]([CH2:22][C:23]1[CH:28]=[CH:27][C:26]([CH:29]2[CH2:30][CH2:31]2)=[CH:25][CH:24]=1)[CH2:10][CH2:11][C:12]1[CH:17]=[CH:16][CH:15]=[C:14]([C:18]([F:21])([F:20])[F:19])[CH:13]=1)=[O:8], predict the reactants needed to synthesize it. The reactants are: [Cl:1][C:2]1[CH:3]=[CH:4][C:5]([NH:33][C:34](=[O:39])[C:35]([F:38])([F:37])[F:36])=[C:6]([CH:32]=1)[C:7]([N:9]([CH2:22][C:23]1[CH:28]=[CH:27][C:26]([CH:29]2[CH2:31][CH2:30]2)=[CH:25][CH:24]=1)[CH2:10][CH2:11][C:12]1[CH:17]=[CH:16][CH:15]=[C:14]([C:18]([F:21])([F:20])[F:19])[CH:13]=1)=[O:8].[CH3:40]N1C(=O)N(C)CCC1.[H-].[Na+].CI. (6) Given the product [CH2:23]([O:22][P:21]([CH2:20][CH:19]([CH2:29][O:30][CH2:7][C:5]([C:4]([O:3][CH2:1][CH3:2])=[O:9])=[CH2:6])[CH2:18][P:13](=[O:17])([O:14][CH2:15][CH3:16])[O:12][CH2:10][CH3:11])(=[O:28])[O:25][CH2:26][CH3:27])[CH3:24], predict the reactants needed to synthesize it. The reactants are: [CH2:1]([O:3][C:4](=[O:9])[C:5]([CH2:7]Cl)=[CH2:6])[CH3:2].[CH2:10]([O:12][P:13]([CH2:18][CH:19]([CH2:29][OH:30])[CH2:20][P:21](=[O:28])([O:25][CH2:26][CH3:27])[O:22][CH2:23][CH3:24])(=[O:17])[O:14][CH2:15][CH3:16])[CH3:11].C(N(CC)CC)C. (7) The reactants are: [CH2:1]1[C:10]2[C:5](=[CH:6][CH:7]=[CH:8][CH:9]=2)[CH2:4][CH2:3][NH:2]1.Br[CH2:12][C:13]([O:15][CH2:16][CH3:17])=[O:14].C([O-])([O-])=O.[Cs+].[Cs+]. Given the product [CH2:16]([O:15][C:13](=[O:14])[CH2:12][N:2]1[CH2:3][CH2:4][C:5]2[C:10](=[CH:9][CH:8]=[CH:7][CH:6]=2)[CH2:1]1)[CH3:17], predict the reactants needed to synthesize it. (8) Given the product [CH:1]1([NH:4][C:5]([NH:6][C:7]2[CH:8]=[CH:9][C:10]([O:13][C:14]3[CH:19]=[CH:18][N:17]=[C:16]4[CH:20]=[C:21]([C:23]5[CH:24]=[CH:25][C:26]([CH2:29][NH:30][CH2:38][CH2:39][O:40][CH3:41])=[CH:27][N:28]=5)[S:22][C:15]=34)=[CH:11][N:12]=2)=[O:42])[CH2:2][CH2:3]1, predict the reactants needed to synthesize it. The reactants are: [CH:1]1([NH:4][C:5](=[O:42])[NH:6][C:7]2[N:12]=[CH:11][C:10]([O:13][C:14]3[CH:19]=[CH:18][N:17]=[C:16]4[CH:20]=[C:21]([C:23]5[N:28]=[CH:27][C:26]([CH2:29][N:30]([CH2:38][CH2:39][O:40][CH3:41])C(=O)OC(C)(C)C)=[CH:25][CH:24]=5)[S:22][C:15]=34)=[CH:9][CH:8]=2)[CH2:3][CH2:2]1.C(O)(C(F)(F)F)=O. (9) Given the product [C@@H:15]([NH:14][C:6]1[CH:5]=[C:4]([CH:9]=[C:8]([CH2:10][C:11](=[O:13])[CH3:12])[N:7]=1)[C:3]([OH:19])=[O:2])([CH2:17][CH3:18])[CH3:16], predict the reactants needed to synthesize it. The reactants are: C[O:2][C:3](=[O:19])[C:4]1[CH:9]=[C:8]([CH2:10][C:11](=[O:13])[CH3:12])[N:7]=[C:6]([NH:14][C@H:15]([CH2:17][CH3:18])[CH3:16])[CH:5]=1.[OH-].[Li+].Cl.